From a dataset of Forward reaction prediction with 1.9M reactions from USPTO patents (1976-2016). Predict the product of the given reaction. (1) Given the reactants [Cl:1][C:2]1[CH:7]=[C:6]([Cl:8])[CH:5]=[CH:4][C:3]=1[C:9](=O)[CH2:10][C:11](=O)[C:12]([F:15])([F:14])[F:13].[NH2:18][C:19]1[N:20]=[CH:21][NH:22][C:23]=1[C:24]#[N:25], predict the reaction product. The product is: [Cl:1][C:2]1[CH:7]=[C:6]([Cl:8])[CH:5]=[CH:4][C:3]=1[C:9]1[CH:10]=[C:11]([C:12]([F:15])([F:14])[F:13])[N:20]2[CH:21]=[N:22][C:23]([C:24]#[N:25])=[C:19]2[N:18]=1. (2) Given the reactants Br[C:2]1[CH:7]=[CH:6][C:5]([O:8][CH2:9][CH:10]([CH3:12])[CH3:11])=[C:4]([N+:13]([O-:15])=[O:14])[CH:3]=1.C([O-])(=O)C.[K+].Br[C:22]1[S:26][C:25]([C:27]([O:29][CH3:30])=[O:28])=[CH:24][CH:23]=1.C(=O)([O-])[O-].[Na+].[Na+], predict the reaction product. The product is: [N+:13]([C:4]1[CH:3]=[C:2]([C:22]2[S:26][C:25]([C:27]([O:29][CH3:30])=[O:28])=[CH:24][CH:23]=2)[CH:7]=[CH:6][C:5]=1[O:8][CH2:9][CH:10]([CH3:12])[CH3:11])([O-:15])=[O:14].